The task is: Predict the reactants needed to synthesize the given product.. This data is from Full USPTO retrosynthesis dataset with 1.9M reactions from patents (1976-2016). (1) Given the product [CH3:1][O:2][C:3]1[CH:20]=[CH:19][CH:18]=[CH:17][C:4]=1[C:5]1[S:7][C:8]2[CH:16]=[CH:15][CH:14]=[CH:13][C:9]=2[C:10](=[O:11])[N:23]=1, predict the reactants needed to synthesize it. The reactants are: [CH3:1][O:2][C:3]1[CH:20]=[CH:19][CH:18]=[CH:17][C:4]=1[C:5]([S:7][C:8]1[CH:16]=[CH:15][CH:14]=[CH:13][C:9]=1[C:10](O)=[O:11])=O.C([N:23](CC)CC)C.ClC(OCC)=O.[N-]=[N+]=[N-].[Na+].C(P(CCCC)CCCC)CCC. (2) Given the product [CH2:6]([O:13][C:14]1[CH:24]=[CH:23][C:17]2[CH:18]=[C:19]([CH2:21][Cl:4])[S:20][C:16]=2[CH:15]=1)[C:7]1[CH:12]=[CH:11][CH:10]=[CH:9][CH:8]=1, predict the reactants needed to synthesize it. The reactants are: S(Cl)([Cl:4])(=O)=O.[CH2:6]([O:13][C:14]1[CH:24]=[CH:23][C:17]2[CH:18]=[C:19]([CH2:21]O)[S:20][C:16]=2[CH:15]=1)[C:7]1[CH:12]=[CH:11][CH:10]=[CH:9][CH:8]=1. (3) Given the product [Cl-:28].[F:1][C:2]1[CH:27]=[CH:26][C:5]([CH2:6][NH:7][CH:8]([C:20]2[CH:21]=[CH:22][CH:23]=[CH:24][CH:25]=2)[C:9]([O:11][C@@H:12]2[CH:17]3[CH2:16][CH2:15][N+:14]([CH2:29][C:30](=[O:31])[C:32]4[S:33][CH:34]=[CH:35][CH:36]=4)([CH2:19][CH2:18]3)[CH2:13]2)=[O:10])=[CH:4][CH:3]=1, predict the reactants needed to synthesize it. The reactants are: [F:1][C:2]1[CH:27]=[CH:26][C:5]([CH2:6][NH:7][CH:8]([C:20]2[CH:25]=[CH:24][CH:23]=[CH:22][CH:21]=2)[C:9]([O:11][C@@H:12]2[CH:17]3[CH2:18][CH2:19][N:14]([CH2:15][CH2:16]3)[CH2:13]2)=[O:10])=[CH:4][CH:3]=1.[Cl:28][CH2:29][C:30]([C:32]1[S:33][CH:34]=[CH:35][CH:36]=1)=[O:31].CCOCC. (4) Given the product [CH:25]1[C:26]2[N:14]([C:11]3[CH:12]=[CH:13][C:8]([C:5]4[N:6]=[CH:7][C:2]([C:2]5[CH:7]=[N:6][C:5]([C:8]6[CH:13]=[CH:54][C:59]([N:47]7[C:44]8[CH:45]=[CH:46][CH:41]=[CH:42][C:43]=8[C:15]8[C:20]7=[CH:19][CH:18]=[CH:17][CH:16]=8)=[CH:58][CH:9]=6)=[CH:4][CH:3]=5)=[CH:3][CH:4]=4)=[CH:9][CH:10]=3)[C:15]3[C:20](=[CH:19][CH:18]=[CH:17][CH:16]=3)[C:21]=2[CH:22]=[CH:23][CH:24]=1, predict the reactants needed to synthesize it. The reactants are: Br[C:2]1[CH:3]=[CH:4][C:5]([C:8]2[CH:13]=[CH:12][C:11]([N:14]3[C:26]4[CH:25]=[CH:24][CH:23]=[CH:22][C:21]=4[C:20]4[C:15]3=[CH:16][CH:17]=[CH:18][CH:19]=4)=[CH:10][CH:9]=2)=[N:6][CH:7]=1.CC1(C)C(C)(C)OB(C2C=CC([C:41]3[CH:46]=[CH:45][C:44]([N:47]4[C:59]5[CH:58]=CC=C[C:54]=5C5C4=CC=CC=5)=[CH:43][CH:42]=3)=NC=2)O1.C([O-])([O-])=O.[Na+].[Na+].O. (5) Given the product [Cl:1][C:2]1[CH:3]=[CH:4][C:5]2[CH2:11][S:10](=[O:12])(=[O:13])[N:9]([CH2:23][CH:24]=[C:25]([CH3:27])[CH3:26])[N:8]=[C:7]([C:14]3[CH:19]=[CH:18][C:17]([F:20])=[CH:16][CH:15]=3)[C:6]=2[CH:21]=1, predict the reactants needed to synthesize it. The reactants are: [Cl:1][C:2]1[CH:3]=[CH:4][C:5]2[CH2:11][S:10](=[O:13])(=[O:12])[NH:9][N:8]=[C:7]([C:14]3[CH:19]=[CH:18][C:17]([F:20])=[CH:16][CH:15]=3)[C:6]=2[CH:21]=1.Br[CH2:23][CH:24]=[C:25]([CH3:27])[CH3:26]. (6) Given the product [Br:23][CH2:24][CH2:25][CH2:26][O:1][C@H:2]1[CH2:7][CH2:6][C@H:5]([N:8]([CH3:22])[S:9]([C:12]2[CH:17]=[CH:16][C:15]([C:18]([F:21])([F:19])[F:20])=[CH:14][CH:13]=2)(=[O:11])=[O:10])[CH2:4][CH2:3]1, predict the reactants needed to synthesize it. The reactants are: [OH:1][C@H:2]1[CH2:7][CH2:6][C@H:5]([N:8]([CH3:22])[S:9]([C:12]2[CH:17]=[CH:16][C:15]([C:18]([F:21])([F:20])[F:19])=[CH:14][CH:13]=2)(=[O:11])=[O:10])[CH2:4][CH2:3]1.[Br:23][CH2:24][CH2:25][CH2:26]Br. (7) Given the product [Cl:11][C:12]1[CH:13]=[C:14]([S:18]([NH:10][C:4]2[C:3]([O:2][CH3:1])=[N:8][C:7]([CH3:9])=[CH:6][N:5]=2)(=[O:20])=[O:19])[CH:15]=[CH:16][CH:17]=1, predict the reactants needed to synthesize it. The reactants are: [CH3:1][O:2][C:3]1[C:4]([NH2:10])=[N:5][CH:6]=[C:7]([CH3:9])[N:8]=1.[Cl:11][C:12]1[CH:13]=[C:14]([S:18](Cl)(=[O:20])=[O:19])[CH:15]=[CH:16][CH:17]=1.